Dataset: Forward reaction prediction with 1.9M reactions from USPTO patents (1976-2016). Task: Predict the product of the given reaction. (1) Given the reactants Br[C:2]1[CH:3]=[C:4]([Si:13]([CH2:18][CH3:19])([CH2:16][CH3:17])[CH2:14][CH3:15])[C:5]2[O:9][C:8]([F:11])([F:10])[O:7][C:6]=2[CH:12]=1.[C:20](=[O:22])=[O:21].[NH4+].[Cl-], predict the reaction product. The product is: [F:10][C:8]1([F:11])[O:9][C:5]2[C:4]([Si:13]([CH2:18][CH3:19])([CH2:16][CH3:17])[CH2:14][CH3:15])=[CH:3][C:2]([C:20]([OH:22])=[O:21])=[CH:12][C:6]=2[O:7]1. (2) Given the reactants Cl[CH:2]1[NH+:11]2[CH2:12][CH2:13][C:14]3[C:19]([C:10]2=[C:9]([CH3:23])[C:8]2[CH:7]=[CH:6][C:5]([O:24][CH3:25])=[C:4]([O:26][CH3:27])[C:3]1=2)=[CH:18][C:17]1[O:20][CH2:21][O:22][C:16]=1[CH:15]=3.[Cl-].[CH2:29]([Mg]Br)[CH3:30].O1CC[CH2:35][CH2:34]1, predict the reaction product. The product is: [CH2:34]([C:2]1([CH2:29][CH3:30])[N:11]2[CH2:12][CH2:13][C:14]3[C:19]([C:10]2=[C:9]([CH3:23])[C:8]2[CH:7]=[CH:6][C:5]([O:24][CH3:25])=[C:4]([O:26][CH3:27])[C:3]1=2)=[CH:18][C:17]1[O:20][CH2:21][O:22][C:16]=1[CH:15]=3)[CH3:35]. (3) Given the reactants [CH2:1]1[CH:5]2[CH2:6][NH:7][CH2:8][CH:4]2[CH2:3][N:2]1[C:9]([C:11]1[CH:16]=[CH:15][CH:14]=[CH:13][C:12]=1[C:17]1[S:18][CH:19]=[CH:20][CH:21]=1)=[O:10].Cl[C:23]1[CH:28]=[CH:27][C:26]([O:29][CH3:30])=[CH:25][N:24]=1, predict the reaction product. The product is: [CH3:30][O:29][C:26]1[CH:27]=[CH:28][C:23]([N:7]2[CH2:8][CH:4]3[CH:5]([CH2:1][N:2]([C:9]([C:11]4[CH:16]=[CH:15][CH:14]=[CH:13][C:12]=4[C:17]4[S:18][CH:19]=[CH:20][CH:21]=4)=[O:10])[CH2:3]3)[CH2:6]2)=[N:24][CH:25]=1. (4) Given the reactants [Cl:1][C:2]1[CH:8]=[C:7]([O:9][C:10]2[C:19]3[C:14](=[CH:15][C:16]([O:22][CH3:23])=[C:17]([O:20][CH3:21])[CH:18]=3)[N:13]=[CH:12][N:11]=2)[CH:6]=[CH:5][C:3]=1[NH2:4].Cl[C:25](Cl)([O:27]C(=O)OC(Cl)(Cl)Cl)Cl.[CH3:36][CH2:37][CH2:38][CH2:39][CH:40]([OH:45])[CH2:41][CH2:42][CH2:43][CH3:44].C(=O)(O)[O-].[Na+], predict the reaction product. The product is: [Cl:1][C:2]1[CH:8]=[C:7]([O:9][C:10]2[C:19]3[C:14](=[CH:15][C:16]([O:22][CH3:23])=[C:17]([O:20][CH3:21])[CH:18]=3)[N:13]=[CH:12][N:11]=2)[CH:6]=[CH:5][C:3]=1[NH:4][C:25](=[O:27])[O:45][CH:40]([CH2:41][CH2:42][CH2:43][CH3:44])[CH2:39][CH2:38][CH2:37][CH3:36].